Task: Predict the reaction yield, written as a fraction of the theoretical maximum amount of product (1.0 means a 100% yield; for example, 0.34 means a 34% yield).. Dataset: Reaction yield outcomes from USPTO patents with 853,638 reactions (1) The reactants are [C:1]([O:5][C:6](=[O:19])[NH:7][C@H:8]([C@H:16]1[CH2:18][O:17]1)[CH2:9][C:10]1[CH:15]=[CH:14][CH:13]=[CH:12][CH:11]=1)([CH3:4])([CH3:3])[CH3:2].[CH3:20][O:21][C:22]1[CH:23]=[C:24]([CH:27]=[CH:28][CH:29]=1)[CH2:25][NH2:26]. The catalyst is C(O)C. The product is [C:1]([O:5][C:6](=[O:19])[NH:7][C@@H:8]([CH2:9][C:10]1[CH:15]=[CH:14][CH:13]=[CH:12][CH:11]=1)[C@H:16]([OH:17])[CH2:18][NH:26][CH2:25][C:24]1[CH:27]=[CH:28][CH:29]=[C:22]([O:21][CH3:20])[CH:23]=1)([CH3:4])([CH3:3])[CH3:2]. The yield is 0.660. (2) The reactants are N[C:2]1[CH:11]=[CH:10][C:5]([C:6]([O:8][CH3:9])=[O:7])=[C:4]([O:12][CH3:13])[CH:3]=1.S(=O)(=O)(O)[OH:15].N([O-])=O.[Na+]. The catalyst is C(Cl)Cl. The product is [OH:15][C:2]1[CH:11]=[CH:10][C:5]([C:6]([O:8][CH3:9])=[O:7])=[C:4]([O:12][CH3:13])[CH:3]=1. The yield is 0.730. (3) The reactants are C(O[C:4]1[CH2:9][CH2:8][CH2:7][C:6](=[O:10])[CH:5]=1)C.[C:11]1([Mg]Br)[CH:16]=[CH:15][CH:14]=[CH:13][CH:12]=1.Cl. The catalyst is C1COCC1. The product is [C:11]1([C:4]2[CH2:9][CH2:8][CH2:7][C:6](=[O:10])[CH:5]=2)[CH:16]=[CH:15][CH:14]=[CH:13][CH:12]=1. The yield is 1.00. (4) The reactants are [F:1][C:2]1[CH:11]=[C:10]2[C:5]([C:6]([N:13]3[CH2:18][CH2:17][O:16][CH2:15][CH2:14]3)=[CH:7][NH:8][C:9]2=O)=[CH:4][C:3]=1[O:19][CH3:20].O=P(Cl)(Cl)[Cl:23]. No catalyst specified. The product is [Cl:23][C:9]1[C:10]2[C:5](=[CH:4][C:3]([O:19][CH3:20])=[C:2]([F:1])[CH:11]=2)[C:6]([N:13]2[CH2:18][CH2:17][O:16][CH2:15][CH2:14]2)=[CH:7][N:8]=1. The yield is 0.468. (5) The reactants are [C:1]([Si:5]([CH3:17])([CH3:16])[N:6]1[C:10]2=[N:11][CH:12]=[CH:13][CH:14]=[C:9]2[C:8](I)=[CH:7]1)([CH3:4])([CH3:3])[CH3:2].[Cl-].[Cl:19][C:20]1[CH:25]=[CH:24][C:23]([CH:26]([O:28][C:29]2[CH:36]=[CH:35][C:32]([CH:33]=[O:34])=[CH:31][C:30]=2[O:37][CH3:38])[CH3:27])=[CH:22][CH:21]=1. The catalyst is O1CCCC1. The product is [C:1]([Si:5]([CH3:17])([CH3:16])[N:6]1[C:10]2=[N:11][CH:12]=[CH:13][CH:14]=[C:9]2[C:8]([CH:33]([C:32]2[CH:35]=[CH:36][C:29]([O:28][CH:26]([C:23]3[CH:24]=[CH:25][C:20]([Cl:19])=[CH:21][CH:22]=3)[CH3:27])=[C:30]([O:37][CH3:38])[CH:31]=2)[OH:34])=[CH:7]1)([CH3:4])([CH3:3])[CH3:2]. The yield is 0.610. (6) The reactants are [CH2:1]([OH:8])[C:2]1[CH:7]=[CH:6][CH:5]=[CH:4][CH:3]=1.[H-].[Na+].[Br:11][C:12]1[CH:17]=[C:16](F)[CH:15]=[C:14]([Br:19])[CH:13]=1.O. The catalyst is C1COCC1. The product is [CH2:1]([O:8][C:16]1[CH:17]=[C:12]([Br:11])[CH:13]=[C:14]([Br:19])[CH:15]=1)[C:2]1[CH:7]=[CH:6][CH:5]=[CH:4][CH:3]=1. The yield is 0.690. (7) The reactants are [C:1]([O:9][C:10]([N:12]1[CH2:21][C@@H:18]2[C@H:19]([OH:20])[C@H:13]1[C@H:14]([O:17]2)[O:15][CH3:16])=[O:11])(=[O:8])[C:2]1[CH:7]=[CH:6][CH:5]=[CH:4][CH:3]=1.N1C=CC=CC=1.[C:28](Cl)(=[O:35])[C:29]1[CH:34]=[CH:33][CH:32]=[CH:31][CH:30]=1.Cl. The catalyst is C(Cl)Cl. The product is [C:28]([O:20][C@H:19]1[C@H:18]2[CH2:21][N:12]([C:10]([O:9][C:1](=[O:8])[C:2]3[CH:3]=[CH:4][CH:5]=[CH:6][CH:7]=3)=[O:11])[C@@H:13]1[C@H:14]([O:17]2)[O:15][CH3:16])(=[O:35])[C:29]1[CH:34]=[CH:33][CH:32]=[CH:31][CH:30]=1. The yield is 0.830. (8) The reactants are [CH2:1]([C@H:4]1[C:8](=[O:9])[N:7]([C:10]([O:12][C:13]([CH3:16])([CH3:15])[CH3:14])=[O:11])[C@H:6]([C:17](OCC)=[O:18])[CH2:5]1)[CH:2]=[CH2:3].[BH4-].[Na+]. The catalyst is CO.O. The product is [OH:18][CH2:17][C@@H:6]([NH:7][C:10](=[O:11])[O:12][C:13]([CH3:16])([CH3:15])[CH3:14])[CH2:5][C@H:4]([CH2:8][OH:9])[CH2:1][CH:2]=[CH2:3]. The yield is 0.850. (9) The reactants are [OH:1][CH2:2][C@@H:3]1[O:8][CH2:7][C@@H:6]([N:9]2[C:13]3=[C:14]4[S:20][CH:19]=[CH:18][C:15]4=[N:16][CH:17]=[C:12]3[N:11]=[C:10]2[C@@H:21]([OH:23])[CH3:22])[CH2:5][CH2:4]1.N1C=CC=CC=1.[C:30]1([CH3:40])[CH:35]=[CH:34][C:33]([S:36](Cl)(=[O:38])=[O:37])=[CH:32][CH:31]=1. The catalyst is C(Cl)Cl.CN(C)C1C=CN=CC=1. The product is [CH3:40][C:30]1[CH:35]=[CH:34][C:33]([S:36]([O:1][CH2:2][C@H:3]2[CH2:4][CH2:5][C@H:6]([N:9]3[C:13]4=[C:14]5[S:20][CH:19]=[CH:18][C:15]5=[N:16][CH:17]=[C:12]4[N:11]=[C:10]3[C@@H:21]([OH:23])[CH3:22])[CH2:7][O:8]2)(=[O:38])=[O:37])=[CH:32][CH:31]=1. The yield is 0.600.